From a dataset of HIV replication inhibition screening data with 41,000+ compounds from the AIDS Antiviral Screen. Binary Classification. Given a drug SMILES string, predict its activity (active/inactive) in a high-throughput screening assay against a specified biological target. (1) The compound is CC(C)=CC(=O)N1CC(C)Cn2c(=S)[nH]c3cccc1c32. The result is 0 (inactive). (2) The compound is CN1C(=O)CCC2(c3ccccc3)CC=C(O)C=C12. The result is 0 (inactive). (3) The molecule is O=C1CCN2CCC(=O)c3cccc1c32. The result is 0 (inactive).